This data is from Full USPTO retrosynthesis dataset with 1.9M reactions from patents (1976-2016). The task is: Predict the reactants needed to synthesize the given product. Given the product [N:1]1([CH2:5][CH2:6][N:7]2[CH:11]=[C:10]([C:12]3[CH:17]=[CH:16][N:15]=[C:14]([CH:18]([CH3:20])[CH3:19])[CH:13]=3)[N:9]=[C:8]2[CH:21]2[CH2:22][CH2:23][N:24]([C:28]3[N:33]=[CH:32][N:31]=[C:30]([NH2:34])[C:29]=3[O:35][CH2:36][C:37]([F:40])([F:39])[F:38])[CH2:25][CH2:26]2)[CH2:4][CH2:3][CH2:2]1, predict the reactants needed to synthesize it. The reactants are: [N:1]1([CH2:5][CH2:6][N:7]2[CH:11]=[C:10]([C:12]3[CH:17]=[CH:16][N:15]=[C:14]([CH:18]([CH3:20])[CH3:19])[CH:13]=3)[N:9]=[C:8]2[CH:21]2[CH2:26][CH2:25][NH:24][CH2:23][CH2:22]2)[CH2:4][CH2:3][CH2:2]1.Cl[C:28]1[N:33]=[CH:32][N:31]=[C:30]([NH2:34])[C:29]=1[O:35][CH2:36][C:37]([F:40])([F:39])[F:38].